This data is from Reaction yield outcomes from USPTO patents with 853,638 reactions. The task is: Predict the reaction yield, written as a fraction of the theoretical maximum amount of product (1.0 means a 100% yield; for example, 0.34 means a 34% yield). (1) The reactants are [CH2:1]([S:5](Cl)(=[O:7])=[O:6])[CH2:2][CH2:3][CH3:4].[CH3:9][NH:10][CH:11]1[CH:16]2[CH2:17][CH2:18][CH:12]1[CH2:13][N:14]([CH2:19][CH2:20][CH2:21][NH:22][C:23]1[CH:30]=[CH:29][C:26]([C:27]#[N:28])=[CH:25][CH:24]=1)[CH2:15]2.C([O-])([O-])=O.[K+].[K+]. The catalyst is CC#N.C(Cl)(Cl)Cl. The product is [C:27]([C:26]1[CH:25]=[CH:24][C:23]([NH:22][CH2:21][CH2:20][CH2:19][N:14]2[CH2:15][CH:16]3[CH:11]([N:10]([CH3:9])[S:5]([CH2:1][CH2:2][CH2:3][CH3:4])(=[O:7])=[O:6])[CH:12]([CH2:18][CH2:17]3)[CH2:13]2)=[CH:30][CH:29]=1)#[N:28]. The yield is 0.350. (2) The reactants are [CH3:1][C:2]1[CH:7]=[CH:6][CH:5]=[C:4]([CH3:8])[C:3]=1[N+:9]([O-:11])=[O:10].S(=O)(=O)(O)O.C(O)(=O)C.[I:21]I. The catalyst is O. The product is [I:21][C:5]1[CH:6]=[CH:7][C:2]([CH3:1])=[C:3]([N+:9]([O-:11])=[O:10])[C:4]=1[CH3:8]. The yield is 0.950.